This data is from Peptide-MHC class I binding affinity with 185,985 pairs from IEDB/IMGT. The task is: Regression. Given a peptide amino acid sequence and an MHC pseudo amino acid sequence, predict their binding affinity value. This is MHC class I binding data. (1) The peptide sequence is WVSRFGERK. The MHC is HLA-A03:01 with pseudo-sequence HLA-A03:01. The binding affinity (normalized) is 0.0847. (2) The peptide sequence is SYMLQGLRK. The MHC is HLA-A80:01 with pseudo-sequence HLA-A80:01. The binding affinity (normalized) is 0.0847. (3) The peptide sequence is SAYLELDTI. The MHC is Mamu-B01 with pseudo-sequence Mamu-B01. The binding affinity (normalized) is 0.905. (4) The peptide sequence is RIQENHGFI. The MHC is HLA-A02:01 with pseudo-sequence HLA-A02:01. The binding affinity (normalized) is 0.0847.